From a dataset of Reaction yield outcomes from USPTO patents with 853,638 reactions. Predict the reaction yield, written as a fraction of the theoretical maximum amount of product (1.0 means a 100% yield; for example, 0.34 means a 34% yield). (1) The reactants are [OH:1][C:2]1[CH:3]=[C:4]2[C:8](=[CH:9][C:10]=1[OH:11])[C:7](=[O:12])[CH2:6][CH2:5]2.I[CH2:14][CH2:15][CH2:16][CH2:17][CH3:18].[C:19](=O)([O-])[O-].[Cs+].[Cs+].O.CC[CH2:28][CH2:29][CH2:30][CH2:31][CH3:32].[C:33]([O:36][CH2:37]C)(=[O:35])[CH3:34]. The catalyst is CN(C=O)C. The product is [O:12]=[C:7]1[C:8]2[C:4](=[CH:3][C:2]([O:1][CH2:32][CH2:31][CH2:30][CH2:29][CH3:28])=[C:10]([O:11][CH2:18][C:17]3[CH:19]=[C:34]([CH:14]=[CH:15][CH:16]=3)[C:33]([O:36][CH3:37])=[O:35])[CH:9]=2)[CH2:5][CH2:6]1. The yield is 0.480. (2) The reactants are [Cl:1][C:2]1[CH:16]=[CH:15][C:5]([CH2:6][S:7][C:8]2[C:9]([CH3:14])=[N:10][NH:11][C:12]=2[CH3:13])=[CH:4][CH:3]=1.[H-].[Na+].Br[C:20]1[N:25]=[C:24]([C:26]2[CH:31]=[CH:30][CH:29]=[CH:28][N:27]=2)[CH:23]=[CH:22][CH:21]=1.O. The catalyst is COCCOCCOC. The product is [Cl:1][C:2]1[CH:16]=[CH:15][C:5]([CH2:6][S:7][C:8]2[C:12]([CH3:13])=[N:11][N:10]([C:28]3[N:27]=[C:26]([C:24]4[CH:23]=[CH:22][CH:21]=[CH:20][N:25]=4)[CH:31]=[CH:30][CH:29]=3)[C:9]=2[CH3:14])=[CH:4][CH:3]=1. The yield is 0.430. (3) The reactants are [CH3:1][O-].[Na+].[N:4]#[C:5][NH2:6].[N:7]([C:10]1[CH:15]=[CH:14][C:13]([S:16]([C:19]([F:22])([F:21])[F:20])(=[O:18])=[O:17])=[CH:12][CH:11]=1)=[C:8]=[S:9].IC. No catalyst specified. The product is [C:5](/[N:6]=[C:8](\[S:9][CH3:1])/[NH:7][C:10]1[CH:15]=[CH:14][C:13]([S:16]([C:19]([F:22])([F:20])[F:21])(=[O:18])=[O:17])=[CH:12][CH:11]=1)#[N:4]. The yield is 0.610. (4) The reactants are [CH3:1][Si:2]([C:5]#[CH:6])([CH3:4])[CH3:3].C([Li])C[CH2:9][CH3:10].[Br:12][C:13]1[CH:26]=[CH:25][C:24]2[C:23](=O)[C:22]3[C:17](=[CH:18][CH:19]=[C:20]([Br:28])[CH:21]=3)[C:16](=O)[C:15]=2[CH:14]=1.[Sn](Cl)Cl. The catalyst is C1COCC1.Cl.O.CCCCCC. The product is [Br:12][C:13]1[CH:26]=[CH:25][C:24]2[C:15](=[C:16]([C:10]#[C:9][Si:2]([CH3:4])([CH3:3])[CH3:1])[C:17]3[C:22]([C:23]=2[C:6]#[C:5][Si:2]([CH3:4])([CH3:3])[CH3:1])=[CH:21][C:20]([Br:28])=[CH:19][CH:18]=3)[CH:14]=1. The yield is 0.840. (5) The catalyst is C(OCC)(=O)C.O1CCCC1. The yield is 0.260. The reactants are [F:1][C:2]1[CH:3]=[C:4]([C:22]2[C:23]([C:28]#[N:29])=[CH:24][CH:25]=[CH:26][CH:27]=2)[CH:5]=[CH:6][C:7]=1[CH2:8][C:9]1[C:10](=[O:21])[NH:11][C:12]2[N:13]([N:18]=[CH:19][N:20]=2)[C:14]=1[CH2:15][CH2:16][CH3:17].N(C(N1CCCCC1)=O)=NC(N1CCCCC1)=O.C(P(CCCC)CCCC)CCC.[CH3:61][O:62][C:63]1[CH:68]=[C:67]([O:69][CH3:70])[CH:66]=[CH:65][C:64]=1[CH2:71]O. The product is [CH3:61][O:62][C:63]1[CH:68]=[C:67]([O:69][CH3:70])[CH:66]=[CH:65][C:64]=1[CH2:71][N:11]1[C:10](=[O:21])[C:9]([CH2:8][C:7]2[CH:6]=[CH:5][C:4]([C:22]3[C:23]([C:28]#[N:29])=[CH:24][CH:25]=[CH:26][CH:27]=3)=[CH:3][C:2]=2[F:1])=[C:14]([CH2:15][CH2:16][CH3:17])[N:13]2[N:18]=[CH:19][N:20]=[C:12]12. (6) The reactants are C[O:2][C:3](=[O:19])[C@H:4]([CH2:17][OH:18])[NH:5][C:6](=[O:16])[CH2:7][C:8]1[CH:13]=[C:12]([F:14])[CH:11]=[C:10]([F:15])[CH:9]=1.[OH-].[Li+].Cl. The catalyst is C1COCC1.[Cl-].[Na+].O. The product is [F:14][C:12]1[CH:13]=[C:8]([CH2:7][C:6]([NH:5][C@H:4]([C:3]([OH:19])=[O:2])[CH2:17][OH:18])=[O:16])[CH:9]=[C:10]([F:15])[CH:11]=1. The yield is 0.540. (7) The reactants are C([Li])CCC.Br[C:7]1[CH:8]=[CH:9][CH:10]=[C:11]2[C:16]=1[CH2:15][N:14]([CH3:17])[CH2:13][CH2:12]2.[S:18](=[O:20])=[O:19].[Cl:21]NC(=O)CCC(N)=O. The catalyst is O1CCCC1.CCCCCC.ClCCl. The product is [CH3:17][N:14]1[CH2:13][CH2:12][C:11]2[C:16](=[C:7]([S:18]([Cl:21])(=[O:20])=[O:19])[CH:8]=[CH:9][CH:10]=2)[CH2:15]1. The yield is 0.440. (8) The reactants are Cl.[N+:2]([C:5]1[CH:6]=[C:7]([CH:11]=[CH:12][CH:13]=1)[C:8]#[N+:9][O-:10])([O-:4])=[O:3].[CH2:14]([N:17]1[CH2:26][CH2:25][C:24]2[C:19](=[CH:20][CH:21]=[CH:22][CH:23]=2)[CH2:18]1)[C:15]#[CH:16].[OH-].[Na+]. The catalyst is C1(C)C=CC=CC=1. The product is [N+:2]([C:5]1[CH:6]=[C:7]([C:8]2[CH:16]=[C:15]([CH2:14][N:17]3[CH2:26][CH2:25][C:24]4[C:19](=[CH:20][CH:21]=[CH:22][CH:23]=4)[CH2:18]3)[O:10][N:9]=2)[CH:11]=[CH:12][CH:13]=1)([O-:4])=[O:3]. The yield is 0.680. (9) The reactants are [Cl:1][C:2]1[CH:3]=[C:4]([NH:9][C:10]([C:12]2[C:16]([CH2:17][OH:18])=[N:15][O:14][N:13]=2)=[O:11])[CH:5]=[CH:6][C:7]=1[F:8].CC(OI1(OC(C)=O)(OC(C)=O)OC(=O)C2C=CC=CC1=2)=O. The catalyst is C(Cl)Cl.C(=O)(O)[O-].[Na+]. The product is [Cl:1][C:2]1[CH:3]=[C:4]([NH:9][C:10]([C:12]2[C:16]([CH:17]=[O:18])=[N:15][O:14][N:13]=2)=[O:11])[CH:5]=[CH:6][C:7]=1[F:8]. The yield is 0.890. (10) The reactants are [Br:1][C:2]1[CH:27]=[CH:26][C:5]2[C:6](=[O:25])[N:7]=[C:8]([C:10]3[CH:15]=[C:14]([CH2:16][CH2:17][C:18]([O:20]C(C)(C)C)=[O:19])[CH:13]=[CH:12][N:11]=3)[S:9][C:4]=2[CH:3]=1. The catalyst is FC(F)(F)C(O)=O. The product is [Br:1][C:2]1[CH:27]=[CH:26][C:5]2[C:6](=[O:25])[N:7]=[C:8]([C:10]3[CH:15]=[C:14]([CH2:16][CH2:17][C:18]([OH:20])=[O:19])[CH:13]=[CH:12][N:11]=3)[S:9][C:4]=2[CH:3]=1. The yield is 0.890.